Dataset: Full USPTO retrosynthesis dataset with 1.9M reactions from patents (1976-2016). Task: Predict the reactants needed to synthesize the given product. Given the product [NH2:1][C:4]1[CH:5]=[C:6]([CH:16]=[CH:17][C:18]=1[NH2:19])[C:7]([NH:9][CH2:10][C:11]1[S:12][CH:13]=[CH:14][CH:15]=1)=[O:8], predict the reactants needed to synthesize it. The reactants are: [N+:1]([C:4]1[CH:5]=[C:6]([CH:16]=[CH:17][C:18]=1[N+:19]([O-])=O)[C:7]([NH:9][CH2:10][C:11]1[S:12][CH:13]=[CH:14][CH:15]=1)=[O:8])([O-])=O.